This data is from Reaction yield outcomes from USPTO patents with 853,638 reactions. The task is: Predict the reaction yield, written as a fraction of the theoretical maximum amount of product (1.0 means a 100% yield; for example, 0.34 means a 34% yield). The reactants are C(OC([N:8]1[CH2:13][CH2:12][N:11]([CH2:14][CH2:15][O:16][C:17]2[CH:22]=[CH:21][CH:20]=[C:19]([C:23]3[CH:24]=[C:25]([NH:32][C:33]4[CH:38]=[CH:37][CH:36]=[C:35]([N:39]5[CH2:43][CH2:42][CH2:41][CH:40]5[CH3:44])[N:34]=4)[C:26]4[N:27]([CH:29]=[CH:30][N:31]=4)[N:28]=3)[CH:18]=2)[CH2:10][CH2:9]1)=O)(C)(C)C.[Cl:45]CCl. The yield is 0.710. No catalyst specified. The product is [ClH:45].[CH3:44][CH:40]1[CH2:41][CH2:42][CH2:43][N:39]1[C:35]1[N:34]=[C:33]([NH:32][C:25]2[C:26]3[N:27]([CH:29]=[CH:30][N:31]=3)[N:28]=[C:23]([C:19]3[CH:20]=[CH:21][CH:22]=[C:17]([O:16][CH2:15][CH2:14][N:11]4[CH2:10][CH2:9][NH:8][CH2:13][CH2:12]4)[CH:18]=3)[CH:24]=2)[CH:38]=[CH:37][CH:36]=1.